This data is from Reaction yield outcomes from USPTO patents with 853,638 reactions. The task is: Predict the reaction yield, written as a fraction of the theoretical maximum amount of product (1.0 means a 100% yield; for example, 0.34 means a 34% yield). (1) The reactants are C([NH:5][S:6]([C:9]1[CH:14]=[CH:13][CH:12]=[C:11]([C:15]2[CH:20]=[CH:19][CH:18]=[C:17]([C:21]3[N:26]=[C:25]([C:27]([F:30])([F:29])[F:28])[CH:24]=[C:23]([C:31]4[CH:36]=[CH:35][C:34]([C:37]([F:40])([F:39])[F:38])=[CH:33][CH:32]=4)[N:22]=3)[N:16]=2)[CH:10]=1)(=[O:8])=[O:7])(C)(C)C.C(O)(C(F)(F)F)=O. No catalyst specified. The product is [F:30][C:27]([F:28])([F:29])[C:25]1[CH:24]=[C:23]([C:31]2[CH:32]=[CH:33][C:34]([C:37]([F:40])([F:39])[F:38])=[CH:35][CH:36]=2)[N:22]=[C:21]([C:17]2[N:16]=[C:15]([C:11]3[CH:10]=[C:9]([S:6]([NH2:5])(=[O:8])=[O:7])[CH:14]=[CH:13][CH:12]=3)[CH:20]=[CH:19][CH:18]=2)[N:26]=1. The yield is 0.810. (2) The reactants are [NH2:1][N:2]1[CH:6]=[CH:5][C:4]([Cl:7])=[C:3]1[C:8]([OH:10])=[O:9].[Cl:11][CH2:12][C:13](Cl)=[O:14]. The catalyst is C(O)(=O)C. The product is [Cl:7][C:4]1[CH:5]=[CH:6][N:2]([NH:1][C:13](=[O:14])[CH2:12][Cl:11])[C:3]=1[C:8]([OH:10])=[O:9]. The yield is 0.610. (3) The reactants are [CH:1]1([C:7]2[C:15]3[C:10](=[CH:11][C:12]([C:16]([O:18][CH3:19])=[O:17])=[CH:13][CH:14]=3)[NH:9][CH:8]=2)[CH2:6][CH2:5][CH2:4][CH2:3][CH2:2]1.C1C=C[NH+]=CC=1.[Br:26][Br-]Br. The catalyst is C1COCC1.C(Cl)(Cl)Cl. The product is [CH3:19][O:18][C:16]([C:12]1[CH:11]=[C:10]2[C:15]([C:7]([CH:1]3[CH2:2][CH2:3][CH2:4][CH2:5][CH2:6]3)=[C:8]([Br:26])[NH:9]2)=[CH:14][CH:13]=1)=[O:17]. The yield is 0.850. (4) The catalyst is C(N(CC)CC)C. The reactants are Cl[C:2]1[N:26]=[CH:25][C:5]2[C:6]3[N:10]([CH2:11][CH2:12][O:13][C:4]=2[CH:3]=1)[CH:9]=[C:8]([C:14]1[N:15]([CH2:20][C:21]([F:24])([F:23])[F:22])[N:16]=[C:17]([CH3:19])[N:18]=1)[N:7]=3.[CH3:27][C:28]1[CH:39]=[CH:38][CH:37]=[CH:36][C:29]=1[CH2:30][CH:31]1[CH2:35][CH2:34][CH2:33][NH:32]1.CN1C(=O)CCC1. The yield is 0.480. The product is [CH3:19][C:17]1[N:18]=[C:14]([C:8]2[N:7]=[C:6]3[C:5]4[CH:25]=[N:26][C:2]([N:32]5[CH2:33][CH2:34][CH2:35][CH:31]5[CH2:30][C:29]5[CH:36]=[CH:37][CH:38]=[CH:39][C:28]=5[CH3:27])=[CH:3][C:4]=4[O:13][CH2:12][CH2:11][N:10]3[CH:9]=2)[N:15]([CH2:20][C:21]([F:24])([F:22])[F:23])[N:16]=1. (5) The reactants are [O:1]1[CH2:5][CH2:4][O:3][CH:2]1[CH2:6][CH2:7][CH2:8][CH2:9][O:10][C:11]1[CH:12]=[C:13]([C@@:17]([OH:36])([C:30]2[CH:35]=[CH:34][CH:33]=[CH:32][CH:31]=2)[C:18]([O:20]CCCCC2OCCO2)=[O:19])[CH:14]=[CH:15][CH:16]=1.[OH-].[Na+]. The catalyst is C1COCC1. The product is [O:1]1[CH2:5][CH2:4][O:3][CH:2]1[CH2:6][CH2:7][CH2:8][CH2:9][O:10][C:11]1[CH:12]=[C:13]([C@@:17]([OH:36])([C:30]2[CH:35]=[CH:34][CH:33]=[CH:32][CH:31]=2)[C:18]([OH:20])=[O:19])[CH:14]=[CH:15][CH:16]=1. The yield is 0.700. (6) The reactants are [F:1][C:2]1[CH:7]=[C:6]([N:8]2[CH2:13][CH2:12][O:11][CH2:10][CH2:9]2)[C:5]([F:14])=[CH:4][C:3]=1[NH:15][N:16]=[C:17]([C:22](=[O:26])[CH2:23][O:24][CH3:25])[C:18]([O:20][CH3:21])=[O:19].[CH3:27]OC(OC)N(C)C. No catalyst specified. The product is [F:1][C:2]1[CH:7]=[C:6]([N:8]2[CH2:13][CH2:12][O:11][CH2:10][CH2:9]2)[C:5]([F:14])=[CH:4][C:3]=1[N:15]1[CH:27]=[C:23]([O:24][CH3:25])[C:22](=[O:26])[C:17]([C:18]([O:20][CH3:21])=[O:19])=[N:16]1. The yield is 0.950. (7) The reactants are [CH3:1][Si:2]([CH3:23])([CH3:22])[N:3]1[CH:7]=[C:6]([C:8]([O:10][C:11]([CH3:14])([CH3:13])[CH3:12])=[O:9])[CH2:5][C@@H:4]1[C:15]([O:17][C:18]([CH3:21])([CH3:20])[CH3:19])=[O:16]. The catalyst is [Pd].CO. The product is [CH3:23][Si:2]([CH3:1])([CH3:22])[N:3]1[CH2:7][C@H:6]([C:8]([O:10][C:11]([CH3:14])([CH3:13])[CH3:12])=[O:9])[CH2:5][C@@H:4]1[C:15]([O:17][C:18]([CH3:21])([CH3:20])[CH3:19])=[O:16]. The yield is 0.990. (8) The reactants are [OH:1][C:2]1[C:9]([CH3:10])=[CH:8][C:5]([C:6]#[N:7])=[CH:4][C:3]=1[CH3:11].C(N(CC)CC)C.[F:19][C:20]([F:39])([F:38])[S:21](N(C1C=CC=CC=1)[S:21]([C:20]([F:39])([F:38])[F:19])(=[O:23])=[O:22])(=[O:23])=[O:22]. The catalyst is C(Cl)Cl. The product is [F:19][C:20]([F:39])([F:38])[S:21]([O:1][C:2]1[C:3]([CH3:11])=[CH:4][C:5]([C:6]#[N:7])=[CH:8][C:9]=1[CH3:10])(=[O:23])=[O:22]. The yield is 1.00. (9) The reactants are [Br:1][C:2]1[C:3]([C:9]([O:11][CH3:12])=[O:10])=[CH:4][C:5]([OH:8])=[N:6][CH:7]=1.[CH:13](I)([CH3:15])[CH3:14]. The catalyst is C1(C)C=CC=CC=1. The product is [Br:1][C:2]1[C:3]([C:9]([O:11][CH3:12])=[O:10])=[CH:4][C:5]([O:8][CH:13]([CH3:15])[CH3:14])=[N:6][CH:7]=1. The yield is 0.990. (10) The product is [CH3:1][C:2]1([CH3:27])[CH2:11][C:10]2[C:5](=[CH:6][CH:7]=[C:8]([C:12]([OH:14])=[O:13])[CH:9]=2)[NH:4][CH:3]1[C:16]1[CH:21]=[CH:20][C:19]([S:22](=[O:26])(=[O:25])[NH:23][CH3:24])=[CH:18][CH:17]=1. The reactants are [CH3:1][C:2]1([CH3:27])[CH2:11][C:10]2[C:5](=[CH:6][CH:7]=[C:8]([C:12]([O:14]C)=[O:13])[CH:9]=2)[NH:4][CH:3]1[C:16]1[CH:21]=[CH:20][C:19]([S:22](=[O:26])(=[O:25])[NH:23][CH3:24])=[CH:18][CH:17]=1.[OH-].[Na+]. The catalyst is CO.O. The yield is 0.219.